Dataset: Full USPTO retrosynthesis dataset with 1.9M reactions from patents (1976-2016). Task: Predict the reactants needed to synthesize the given product. Given the product [CH3:1][O:2][C:3]1[CH:8]=[C:7]([CH3:9])[CH:6]=[CH:5][C:4]=1[CH:10]([CH3:16])[C:11]([O:13][CH3:14])=[O:12], predict the reactants needed to synthesize it. The reactants are: [CH3:1][O:2][C:3]1[CH:8]=[C:7]([CH3:9])[CH:6]=[CH:5][C:4]=1[CH2:10][C:11]([O:13][CH2:14]C)=[O:12].[CH3:16][Si]([N-][Si](C)(C)C)(C)C.[Na+].CI.